Predict the reaction yield, written as a fraction of the theoretical maximum amount of product (1.0 means a 100% yield; for example, 0.34 means a 34% yield). From a dataset of Reaction yield outcomes from USPTO patents with 853,638 reactions. (1) The reactants are [C:1]([C:3]1[C:4](Cl)=[N:5][CH:6]=[CH:7][CH:8]=1)#[N:2].[CH3:10]B(O)O.C([O-])([O-])=O.[K+].[K+]. The catalyst is O1CCOCC1.C(Cl)Cl.C1C=CC([P]([Pd]([P](C2C=CC=CC=2)(C2C=CC=CC=2)C2C=CC=CC=2)([P](C2C=CC=CC=2)(C2C=CC=CC=2)C2C=CC=CC=2)[P](C2C=CC=CC=2)(C2C=CC=CC=2)C2C=CC=CC=2)(C2C=CC=CC=2)C2C=CC=CC=2)=CC=1. The product is [C:1]([C:3]1[C:4]([CH3:10])=[N:5][CH:6]=[CH:7][CH:8]=1)#[N:2]. The yield is 0.460. (2) The reactants are [Cl-].O[NH3+:3].[C:4](=[O:7])([O-])[OH:5].[Na+].CS(C)=O.[CH2:13]([C:17]1[N:18]=[C:19]([CH3:49])[N:20]([CH2:39][CH:40]2[CH2:44][C:43]3[CH:45]=[CH:46][CH:47]=[CH:48][C:42]=3[O:41]2)[C:21](=[O:38])[C:22]=1[CH2:23][C:24]1[CH:29]=[CH:28][C:27]([C:30]2[C:31]([C:36]#[N:37])=[CH:32][CH:33]=[CH:34][CH:35]=2)=[CH:26][CH:25]=1)[CH2:14][CH2:15][CH3:16]. The catalyst is C(OCC)(=O)C. The product is [CH2:13]([C:17]1[N:18]=[C:19]([CH3:49])[N:20]([CH2:39][CH:40]2[CH2:44][C:43]3[CH:45]=[CH:46][CH:47]=[CH:48][C:42]=3[O:41]2)[C:21](=[O:38])[C:22]=1[CH2:23][C:24]1[CH:25]=[CH:26][C:27]([C:30]2[CH:35]=[CH:34][CH:33]=[CH:32][C:31]=2[C:36]2[NH:3][C:4](=[O:7])[O:5][N:37]=2)=[CH:28][CH:29]=1)[CH2:14][CH2:15][CH3:16]. The yield is 0.0700. (3) The reactants are Cl[C:2]1[CH:7]=[CH:6][C:5]([Cl:8])=[CH:4][N:3]=1.ClCCl.[CH3:12][N:13](C=O)C. The catalyst is CCOC(C)=O.[C-]#N.[Zn+2].[C-]#N.[Zn]. The product is [Cl:8][C:5]1[CH:6]=[CH:7][C:2]([C:12]#[N:13])=[N:3][CH:4]=1. The yield is 0.460. (4) The reactants are [CH3:1][C:2]([O:5][C:6]([NH:8][CH2:9][CH:10]([C:14]1[CH:19]=[CH:18][CH:17]=[CH:16][CH:15]=1)[C:11]([OH:13])=O)=[O:7])([CH3:4])[CH3:3].[Cl:20][C:21]1[C:25]([C:26]2[N:30]([CH3:31])[N:29]=[CH:28][CH:27]=2)=[C:24]([Cl:32])[S:23][C:22]=1[NH2:33].CCN(C(C)C)C(C)C.F[P-](F)(F)(F)(F)F.Br[P+](N1CCCC1)(N1CCCC1)N1CCCC1. The catalyst is ClCCl. The product is [Cl:20][C:21]1[C:25]([C:26]2[N:30]([CH3:31])[N:29]=[CH:28][CH:27]=2)=[C:24]([Cl:32])[S:23][C:22]=1[NH:33][C:11](=[O:13])[CH:10]([C:14]1[CH:19]=[CH:18][CH:17]=[CH:16][CH:15]=1)[CH2:9][NH:8][C:6](=[O:7])[O:5][C:2]([CH3:1])([CH3:3])[CH3:4]. The yield is 0.381. (5) The reactants are [CH3:1][O:2][C:3]1[CH:37]=[CH:36][C:6]([C:7]([O:22][CH2:23][C:24]2[CH:25]=[C:26]([CH:31]=[C:32]([CH2:34][F:35])[CH:33]=2)[CH2:27][N:28]=[N+]=[N-])([C:16]2[CH:21]=[CH:20][CH:19]=[CH:18][CH:17]=2)[C:8]2[CH:13]=[CH:12][C:11]([O:14][CH3:15])=[CH:10][CH:9]=2)=[CH:5][CH:4]=1.O.C1(P(C2C=CC=CC=2)C2C=CC=CC=2)C=CC=CC=1. The catalyst is C1COCC1. The product is [CH3:15][O:14][C:11]1[CH:12]=[CH:13][C:8]([C:7]([O:22][CH2:23][C:24]2[CH:25]=[C:26]([CH:31]=[C:32]([CH2:34][F:35])[CH:33]=2)[CH2:27][NH2:28])([C:16]2[CH:21]=[CH:20][CH:19]=[CH:18][CH:17]=2)[C:6]2[CH:36]=[CH:37][C:3]([O:2][CH3:1])=[CH:4][CH:5]=2)=[CH:9][CH:10]=1. The yield is 1.00. (6) The reactants are [CH2:1]([O:3][C:4](=[O:21])[C:5]([C:10]1[CH:15]=[CH:14][C:13]([NH2:16])=[C:12]([NH:17][CH3:18])[C:11]=1[C:19]#[N:20])([CH3:9])[C:6](=[O:8])[CH3:7])[CH3:2].[Br:22]Br. The catalyst is C(Cl)(Cl)Cl.C(OCC)(=O)C. The product is [CH2:1]([O:3][C:4](=[O:21])[C:5]([C:10]1[CH:15]=[C:14]([Br:22])[C:13]([NH2:16])=[C:12]([NH:17][CH3:18])[C:11]=1[C:19]#[N:20])([CH3:9])[C:6](=[O:8])[CH3:7])[CH3:2]. The yield is 0.530.